Dataset: Full USPTO retrosynthesis dataset with 1.9M reactions from patents (1976-2016). Task: Predict the reactants needed to synthesize the given product. (1) The reactants are: Cl[C:2]1[CH:7]=[N:6][CH:5]=[C:4]([Cl:8])[N:3]=1.[OH:9][CH2:10][C:11]1[CH:12]=[C:13]([CH:16]=[CH:17][CH:18]=1)[C:14]#[N:15].[OH-].[K+].C1OCCOCCOCCOCCOCCOC1. Given the product [Cl:8][C:4]1[N:3]=[C:2]([O:9][CH2:10][C:11]2[CH:12]=[C:13]([CH:16]=[CH:17][CH:18]=2)[C:14]#[N:15])[CH:7]=[N:6][CH:5]=1, predict the reactants needed to synthesize it. (2) Given the product [Cl:1][C:2]1[CH:14]=[C:13]2[C:5]([C:6]3[C:7](=[O:22])[C:8]4[CH:20]=[CH:19][C:18]([O:21][CH2:24][CH2:25][N:26]([CH2:29][CH3:30])[CH2:27][CH3:28])=[CH:17][C:9]=4[C:10]([CH3:16])([CH3:15])[C:11]=3[NH:12]2)=[CH:4][CH:3]=1, predict the reactants needed to synthesize it. The reactants are: [Cl:1][C:2]1[CH:14]=[C:13]2[C:5]([C:6]3[C:7](=[O:22])[C:8]4[CH:20]=[CH:19][C:18]([OH:21])=[CH:17][C:9]=4[C:10]([CH3:16])([CH3:15])[C:11]=3[NH:12]2)=[CH:4][CH:3]=1.Cl[CH2:24][CH2:25][N:26]([CH2:29][CH3:30])[CH2:27][CH3:28].C(=O)([O-])[O-].[Cs+].[Cs+].O. (3) Given the product [Cl:33][C:18]1[CH:17]=[C:16]([NH:15][C:13]2[C:14]3[N:6]([CH2:5][CH2:4][NH:3][C:34]([NH:36][CH2:40][CH2:39][S:47]([CH3:46])(=[O:49])=[O:48])=[O:35])[CH:7]=[CH:8][C:9]=3[N:10]=[CH:11][N:12]=2)[CH:21]=[CH:20][C:19]=1[O:22][C:23]1[CH:28]=[CH:27][CH:26]=[C:25]([C:29]([F:32])([F:31])[F:30])[CH:24]=1, predict the reactants needed to synthesize it. The reactants are: Cl.Cl.[NH2:3][CH2:4][CH2:5][N:6]1[C:14]2[C:13]([NH:15][C:16]3[CH:21]=[CH:20][C:19]([O:22][C:23]4[CH:28]=[CH:27][CH:26]=[C:25]([C:29]([F:32])([F:31])[F:30])[CH:24]=4)=[C:18]([Cl:33])[CH:17]=3)=[N:12][CH:11]=[N:10][C:9]=2[CH:8]=[CH:7]1.[C:34](N1C=CN=C1)([N:36]1[CH:40]=[CH:39]N=C1)=[O:35].[CH3:46][S:47](CCN)(=[O:49])=[O:48].C(=O)([O-])O.[Na+]. (4) Given the product [Cl:1][C:2]1[C:10]2[C:5](=[CH:6][CH:7]=[CH:8][CH:9]=2)[N:4]([C:11]2[CH:16]=[CH:15][N:14]=[C:13]([NH:72][C@H:65]([C:66]3[CH:71]=[CH:70][CH:69]=[CH:68][CH:67]=3)[CH3:64])[CH:12]=2)[N:3]=1, predict the reactants needed to synthesize it. The reactants are: [Cl:1][C:2]1[C:10]2[C:5](=[CH:6][CH:7]=[CH:8][CH:9]=2)[N:4]([C:11]2[CH:16]=[CH:15][N:14]=[C:13](Cl)[CH:12]=2)[N:3]=1.C1(P(C2C=CC=CC=2)C2C=CC3C(=CC=CC=3)C=2C2C3C(=CC=CC=3)C=CC=2P(C2C=CC=CC=2)C2C=CC=CC=2)C=CC=CC=1.[CH3:64][C@H:65]([NH2:72])[C:66]1[CH:71]=[CH:70][CH:69]=[CH:68][CH:67]=1.CC(C)([O-])C.[Na+]. (5) Given the product [CH:11]([C:13]1[N:14]=[C:15]([C:21]2[CH:26]=[C:25]([Cl:27])[CH:24]=[C:23]([Cl:28])[C:22]=2[Cl:29])[C:16]([NH2:20])=[N:17][C:18]=1[NH2:19])=[O:31], predict the reactants needed to synthesize it. The reactants are: [H-].C([Al+]CC(C)C)C(C)C.[C:11]([C:13]1[N:14]=[C:15]([C:21]2[CH:26]=[C:25]([Cl:27])[CH:24]=[C:23]([Cl:28])[C:22]=2[Cl:29])[C:16]([NH2:20])=[N:17][C:18]=1[NH2:19])#N.C[OH:31]. (6) Given the product [CH2:8]1[C:12]2([O:5][CH2:4][CH:3]([CH2:6][OH:7])[CH2:2][O:1]2)[CH2:11][CH2:10][CH2:9]1, predict the reactants needed to synthesize it. The reactants are: [OH:1][CH2:2][CH:3]([CH2:6][OH:7])[CH2:4][OH:5].[C:8]1(=O)[CH2:12][CH2:11][CH2:10][CH2:9]1. (7) Given the product [CH3:1][O:2][C:3]1[CH:4]=[C:5]([CH:21]=[CH:22][C:23]=1[O:24][CH3:25])[CH2:6][CH:7]1[C:16]2[C:11](=[CH:12][C:13]([O:19][CH3:20])=[CH:14][C:15]=2[O:17][CH3:18])[CH2:10][CH2:9][N:8]1[CH2:27][C:28]([NH:36][CH2:35][C:34]1[CH:37]=[CH:38][CH:39]=[CH:40][C:33]=1[O:32][CH3:31])=[O:29], predict the reactants needed to synthesize it. The reactants are: [CH3:1][O:2][C:3]1[CH:4]=[C:5]([CH:21]=[CH:22][C:23]=1[O:24][CH3:25])[CH2:6][CH:7]1[C:16]2[C:11](=[CH:12][C:13]([O:19][CH3:20])=[CH:14][C:15]=2[O:17][CH3:18])[CH2:10][CH2:9][NH:8]1.Br[CH2:27][C:28](Br)=[O:29].[CH3:31][O:32][C:33]1[CH:40]=[CH:39][CH:38]=[CH:37][C:34]=1[CH2:35][NH2:36].